Task: Predict the product of the given reaction.. Dataset: Forward reaction prediction with 1.9M reactions from USPTO patents (1976-2016) (1) Given the reactants CO.[NH2:3][C:4]1[CH:9]=[CH:8][CH:7]=[CH:6][C:5]=1[SH:10].Br[CH2:12][C:13]1[C:14]([CH2:19]Br)=[CH:15][CH:16]=[CH:17][CH:18]=1, predict the reaction product. The product is: [NH2:3][C:4]1[CH:9]=[CH:8][CH:7]=[CH:6][C:5]=1[S:10][CH2:12][C:13]1[C:14]([CH2:19][S:10][C:5]2[CH:6]=[CH:7][CH:8]=[CH:9][C:4]=2[NH2:3])=[CH:15][CH:16]=[CH:17][CH:18]=1. (2) Given the reactants Cl[C:2]1[C:7]2[CH:8]=[CH:9][C:10]([NH:12][C:13]3[CH:18]=[CH:17][C:16]([F:19])=[CH:15][C:14]=3[F:20])=[N:11][C:6]=2[CH:5]=[N:4][N:3]=1.[NH:21]1[CH2:26][CH2:25][O:24][CH2:23][CH2:22]1, predict the reaction product. The product is: [F:20][C:14]1[CH:15]=[C:16]([F:19])[CH:17]=[CH:18][C:13]=1[NH:12][C:10]1[CH:9]=[CH:8][C:7]2[C:2]([N:21]3[CH2:26][CH2:25][O:24][CH2:23][CH2:22]3)=[N:3][N:4]=[CH:5][C:6]=2[N:11]=1.